This data is from Forward reaction prediction with 1.9M reactions from USPTO patents (1976-2016). The task is: Predict the product of the given reaction. (1) Given the reactants [Cl:1][C:2]1[CH:3]=[CH:4][C:5]2[O:9][C:8]([C:10]([OH:12])=O)=[C:7]([CH3:13])[C:6]=2[C:14]=1[O:15][CH3:16].C(Cl)(=O)C(Cl)=O.[CH3:23][O:24][C:25](=[O:47])[C@@H:26]([NH:30][S:31]([C:34]1[CH:39]=[CH:38][C:37]([C:40]2[CH:45]=[CH:44][C:43]([NH2:46])=[CH:42][CH:41]=2)=[CH:36][CH:35]=1)(=[O:33])=[O:32])[CH:27]([CH3:29])[CH3:28].N1C=CC=CC=1, predict the reaction product. The product is: [CH3:23][O:24][C:25](=[O:47])[C@@H:26]([NH:30][S:31]([C:34]1[CH:39]=[CH:38][C:37]([C:40]2[CH:41]=[CH:42][C:43]([NH:46][C:10]([C:8]3[O:9][C:5]4[CH:4]=[CH:3][C:2]([Cl:1])=[C:14]([O:15][CH3:16])[C:6]=4[C:7]=3[CH3:13])=[O:12])=[CH:44][CH:45]=2)=[CH:36][CH:35]=1)(=[O:33])=[O:32])[CH:27]([CH3:29])[CH3:28]. (2) Given the reactants [NH2:1][C:2]1[CH:3]=[C:4]2[C:9](=[CH:10][CH:11]=1)[N:8]=[CH:7][C:6]([C:12]#[N:13])=[C:5]2[NH:14][C:15]1[CH:20]=[CH:19][C:18]([F:21])=[C:17]([Cl:22])[CH:16]=1.[C:23]([O:27][C:28]([N:30]1[CH2:35][CH2:34][CH2:33][CH:32]([CH:36]=O)[CH2:31]1)=[O:29])([CH3:26])([CH3:25])[CH3:24].[BH3-]C#N.[Na+], predict the reaction product. The product is: [C:23]([O:27][C:28]([N:30]1[CH2:35][CH2:34][CH2:33][CH:32]([CH2:36][NH:1][C:2]2[CH:3]=[C:4]3[C:9](=[CH:10][CH:11]=2)[N:8]=[CH:7][C:6]([C:12]#[N:13])=[C:5]3[NH:14][C:15]2[CH:20]=[CH:19][C:18]([F:21])=[C:17]([Cl:22])[CH:16]=2)[CH2:31]1)=[O:29])([CH3:26])([CH3:24])[CH3:25]. (3) Given the reactants [N+:1]([C:4]1[CH:9]=[CH:8][CH:7]=[CH:6][C:5]=1[O:10][CH2:11][C@H:12]1[O:14][CH2:13]1)([O-:3])=[O:2].[Cl:15][C:16]1[CH:17]=[C:18]([CH2:23][CH2:24][NH2:25])[CH:19]=[CH:20][C:21]=1[Cl:22], predict the reaction product. The product is: [N+:1]([C:4]1[CH:9]=[CH:8][CH:7]=[CH:6][C:5]=1[O:10][CH2:11][C@@H:12]([OH:14])[CH2:13][NH:25][CH2:24][CH2:23][C:18]1[CH:19]=[CH:20][C:21]([Cl:22])=[C:16]([Cl:15])[CH:17]=1)([O-:3])=[O:2]. (4) The product is: [F:1][C:2]1[CH:3]=[C:4]([CH:15]=[CH:16][C:17]=1[F:18])[O:5][C:6]1[N:11]=[CH:10][C:9]([CH2:12][CH2:13][O:14][C:20]2[CH:30]=[C:24]3[N:25]([CH3:29])[CH2:26][CH2:27][CH2:28][N:23]3[C:22](=[O:31])[N:21]=2)=[CH:8][CH:7]=1. Given the reactants [F:1][C:2]1[CH:3]=[C:4]([CH:15]=[CH:16][C:17]=1[F:18])[O:5][C:6]1[N:11]=[CH:10][C:9]([CH2:12][CH2:13][OH:14])=[CH:8][CH:7]=1.Cl[C:20]1[CH:30]=[C:24]2[N:25]([CH3:29])[CH2:26][CH2:27][CH2:28][N:23]2[C:22](=[O:31])[N:21]=1, predict the reaction product.